This data is from Full USPTO retrosynthesis dataset with 1.9M reactions from patents (1976-2016). The task is: Predict the reactants needed to synthesize the given product. (1) Given the product [Br:1][C:2]1[CH:8]=[CH:7][C:5]([NH:6][C:16](=[O:18])[CH3:17])=[CH:4][CH:3]=1, predict the reactants needed to synthesize it. The reactants are: [Br:1][C:2]1[CH:8]=[CH:7][C:5]([NH2:6])=[CH:4][CH:3]=1.C(N(CC)CC)C.[C:16](Cl)(=[O:18])[CH3:17]. (2) Given the product [CH2:15]([NH:18][CH2:9][CH:7]([C:1]1[CH:6]=[CH:5][CH:4]=[CH:3][CH:2]=1)[OH:8])[CH:16]=[CH2:17].[CH2:15]([NH:18][CH:7]([C:1]1[CH:6]=[CH:5][CH:4]=[CH:3][CH:2]=1)[CH2:9][OH:8])[CH:16]=[CH2:17], predict the reactants needed to synthesize it. The reactants are: [C:1]1([CH:7]2[CH2:9][O:8]2)[CH:6]=[CH:5][CH:4]=[CH:3][CH:2]=1.O1CCCC1.[CH2:15]([NH2:18])[CH:16]=[CH2:17].[Cl-].[NH4+].